The task is: Predict the reaction yield, written as a fraction of the theoretical maximum amount of product (1.0 means a 100% yield; for example, 0.34 means a 34% yield).. This data is from Reaction yield outcomes from USPTO patents with 853,638 reactions. (1) The reactants are [H-].[Na+].[Cl:3][C:4]1[C:12]2[NH:11][C:10]3[CH2:13][CH2:14][N:15]([C:18]([O:20][C:21]([CH3:24])([CH3:23])[CH3:22])=[O:19])[CH2:16][CH2:17][C:9]=3[C:8]=2[CH:7]=[C:6]([Cl:25])[CH:5]=1.Br[CH2:27][C:28]([O:30][CH2:31][CH3:32])=[O:29]. The catalyst is CN(C=O)C. The product is [Cl:3][C:4]1[C:12]2[N:11]([CH2:27][C:28]([O:30][CH2:31][CH3:32])=[O:29])[C:10]3[CH2:13][CH2:14][N:15]([C:18]([O:20][C:21]([CH3:22])([CH3:24])[CH3:23])=[O:19])[CH2:16][CH2:17][C:9]=3[C:8]=2[CH:7]=[C:6]([Cl:25])[CH:5]=1. The yield is 0.980. (2) The reactants are Br[C:2]1[C:3]([C:10]([O:12]C)=O)=[N:4][C:5]([S:8][CH3:9])=[N:6][CH:7]=1.Cl.[NH2:15][C:16]1[CH:21]=[C:20]([C:22]([O:24][CH3:25])=[O:23])[CH:19]=[CH:18][C:17]=1B(O)O.C([O-])(=O)C.[Na+]. The catalyst is CN(C=O)C. The product is [CH3:9][S:8][C:5]1[N:6]=[CH:7][C:2]2[C:17]3[CH:18]=[CH:19][C:20]([C:22]([O:24][CH3:25])=[O:23])=[CH:21][C:16]=3[NH:15][C:10](=[O:12])[C:3]=2[N:4]=1. The yield is 0.100. (3) The reactants are C([NH:5][C:6]1[CH:11]=[C:10]([C:12]2[C:13]([C:26]3[CH:27]=[C:28]([NH:32][C:33]([NH:35][C:36]4[CH:41]=[CH:40][C:39]([C:42]([F:45])([F:44])[F:43])=[CH:38][CH:37]=4)=[O:34])[CH:29]=[CH:30][CH:31]=3)=[N:14][N:15](CC3C=CC(OC)=CC=3)[CH:16]=2)[CH:9]=[CH:8][N:7]=1)(C)(C)C.O.C([O-])(O)=O.[Na+]. The catalyst is FC(F)(F)C(O)=O. The product is [NH2:5][C:6]1[CH:11]=[C:10]([C:12]2[C:13]([C:26]3[CH:27]=[C:28]([NH:32][C:33]([NH:35][C:36]4[CH:41]=[CH:40][C:39]([C:42]([F:44])([F:45])[F:43])=[CH:38][CH:37]=4)=[O:34])[CH:29]=[CH:30][CH:31]=3)=[N:14][NH:15][CH:16]=2)[CH:9]=[CH:8][N:7]=1. The yield is 0.710.